Task: Predict the reaction yield, written as a fraction of the theoretical maximum amount of product (1.0 means a 100% yield; for example, 0.34 means a 34% yield).. Dataset: Reaction yield outcomes from USPTO patents with 853,638 reactions (1) The reactants are [C:1]([O:5][C:6](=[O:21])[N:7](C1C=CC=CC=1)[CH2:8][CH:9]1[CH2:14][CH2:13][NH:12][CH2:11][CH2:10]1)([CH3:4])([CH3:3])[CH3:2].Cl[C:23]1[C:24]2[CH:31]=[CH:30][NH:29][C:25]=2[N:26]=[CH:27][N:28]=1.C(N([CH2:37][CH3:38])CC)C. The catalyst is C(O)CCC. The product is [C:1]([O:5][C:6](=[O:21])[NH:7][CH:8]([C:38]1[CH:37]=[CH:11][CH:10]=[CH:9][CH:8]=1)[CH:9]1[CH2:10][CH2:11][N:12]([C:23]2[C:24]3[CH:31]=[CH:30][NH:29][C:25]=3[N:26]=[CH:27][N:28]=2)[CH2:13][CH2:14]1)([CH3:2])([CH3:3])[CH3:4]. The yield is 0.590. (2) The reactants are [CH3:1][N:2]1[CH:6]=[C:5]([CH:7]=O)[CH:4]=[N:3]1.[CH3:9][C:10]([S@:13]([NH2:15])=[O:14])([CH3:12])[CH3:11].O. The catalyst is C1COCC1. The product is [CH3:9][C:10]([S@:13](/[N:15]=[CH:7]/[C:5]1[CH:4]=[N:3][N:2]([CH3:1])[CH:6]=1)=[O:14])([CH3:12])[CH3:11]. The yield is 0.830. (3) The product is [Cl:1][C:2]1[CH:3]=[CH:4][C:5]([CH:8]([O:23][CH3:24])[CH2:9][NH:10][C:38](=[O:39])[O:40][C:41]([CH3:44])([CH3:43])[CH3:42])=[CH:6][CH:7]=1. The yield is 0.725. The catalyst is C(#N)C.CS(C)=O. The reactants are [Cl:1][C:2]1[CH:7]=[CH:6][C:5]([CH:8]([O:23][CH3:24])[CH2:9][NH:10]S(C2C=CC([N+]([O-])=O)=CC=2)(=O)=O)=[CH:4][CH:3]=1.C1(S)C=CC=CC=1.C(=O)([O-])[O-].[K+].[K+].[C:38](O[C:38]([O:40][C:41]([CH3:44])([CH3:43])[CH3:42])=[O:39])([O:40][C:41]([CH3:44])([CH3:43])[CH3:42])=[O:39].